Dataset: Forward reaction prediction with 1.9M reactions from USPTO patents (1976-2016). Task: Predict the product of the given reaction. (1) Given the reactants C([O:8][C:9]1[CH:33]=[CH:32][C:31]([CH:34]2[CH2:39][CH2:38][N:37]([CH2:40][CH2:41][OH:42])[CH2:36][CH2:35]2)=[CH:30][C:10]=1[C:11]([NH:13][C:14]1[CH:23]=[C:22]([C:24]2[CH:29]=[CH:28][CH:27]=[CH:26][CH:25]=2)[CH:21]=[CH:20][C:15]=1[C:16]([O:18][CH3:19])=[O:17])=[O:12])C1C=CC=CC=1, predict the reaction product. The product is: [OH:8][C:9]1[CH:33]=[CH:32][C:31]([CH:34]2[CH2:35][CH2:36][N:37]([CH2:40][CH2:41][OH:42])[CH2:38][CH2:39]2)=[CH:30][C:10]=1[C:11]([NH:13][C:14]1[CH:23]=[C:22]([C:24]2[CH:25]=[CH:26][CH:27]=[CH:28][CH:29]=2)[CH:21]=[CH:20][C:15]=1[C:16]([O:18][CH3:19])=[O:17])=[O:12]. (2) Given the reactants [CH2:1]([NH:8][C:9]1[CH:14]=[C:13](Br)[CH:12]=[CH:11][C:10]=1[N+:16]([O-:18])=[O:17])[C:2]1[CH:7]=[CH:6][CH:5]=[CH:4][CH:3]=1.[C:19]([C:22]1[CH:23]=[C:24](B(O)O)[CH:25]=[CH:26][CH:27]=1)(=[O:21])[CH3:20].C([O-])([O-])=O.[K+].[K+], predict the reaction product. The product is: [CH2:1]([NH:8][C:9]1[CH:14]=[C:13]([C:26]2[CH:25]=[CH:24][CH:23]=[C:22]([C:19](=[O:21])[CH3:20])[CH:27]=2)[CH:12]=[CH:11][C:10]=1[N+:16]([O-:18])=[O:17])[C:2]1[CH:7]=[CH:6][CH:5]=[CH:4][CH:3]=1. (3) Given the reactants [CH3:1][N:2]1[C:6]([C:7]([OH:9])=O)=[CH:5][CH:4]=[N:3]1.O1CCCC1.S(Cl)(Cl)=O.[NH2:19][C:20]1[CH:21]=[C:22]([CH:39]=[CH:40][C:41]=1[F:42])[O:23][C:24]1[CH:25]=[CH:26][C:27]2[N:28]([N:30]=[C:31]([NH:33][C:34]([CH:36]3[CH2:38][CH2:37]3)=[O:35])[N:32]=2)[CH:29]=1, predict the reaction product. The product is: [CH:36]1([C:34]([NH:33][C:31]2[N:32]=[C:27]3[CH:26]=[CH:25][C:24]([O:23][C:22]4[CH:39]=[CH:40][C:41]([F:42])=[C:20]([NH:19][C:7]([C:6]5[N:2]([CH3:1])[N:3]=[CH:4][CH:5]=5)=[O:9])[CH:21]=4)=[CH:29][N:28]3[N:30]=2)=[O:35])[CH2:37][CH2:38]1. (4) Given the reactants [F:1][C:2]1[CH:7]=[C:6]([CH3:8])[CH:5]=[CH:4][C:3]=1[NH:9][C:10]1[CH:18]=[C:17]2[C:13]([C:14]([CH2:29][N:30](C)[C:31](=O)OC(C)(C)C)=[CH:15][N:16]2[S:19]([C:22]2[CH:27]=[CH:26][CH:25]=[C:24]([F:28])[CH:23]=2)(=[O:21])=[O:20])=[CH:12][CH:11]=1.[ClH:39].CO, predict the reaction product. The product is: [ClH:39].[F:1][C:2]1[CH:7]=[C:6]([CH3:8])[CH:5]=[CH:4][C:3]=1[NH:9][C:10]1[CH:18]=[C:17]2[C:13]([C:14]([CH2:29][NH:30][CH3:31])=[CH:15][N:16]2[S:19]([C:22]2[CH:27]=[CH:26][CH:25]=[C:24]([F:28])[CH:23]=2)(=[O:21])=[O:20])=[CH:12][CH:11]=1. (5) The product is: [OH:8][C:9]1[CH:10]=[CH:11][C:12]([C:31]2[CH:32]=[C:33]3[C:37](=[CH:38][CH:39]=2)[CH:36]([OH:40])[CH2:35][CH2:34]3)=[C:13]([NH:15][C:16]2[CH:21]=[CH:20][C:19]([O:22][CH2:23][CH2:24][N:25]3[CH2:30][CH2:29][CH2:28][CH2:27][CH2:26]3)=[CH:18][CH:17]=2)[CH:14]=1. Given the reactants [Si]([O:8][C:9]1[CH:10]=[CH:11][C:12]([C:31]2[CH:32]=[C:33]3[C:37](=[CH:38][CH:39]=2)[CH:36]([O:40][Si](C(C)(C)C)(C)C)[CH2:35][CH2:34]3)=[C:13]([NH:15][C:16]2[CH:21]=[CH:20][C:19]([O:22][CH2:23][CH2:24][N:25]3[CH2:30][CH2:29][CH2:28][CH2:27][CH2:26]3)=[CH:18][CH:17]=2)[CH:14]=1)(C(C)(C)C)(C)C.[F-].C([N+](CCCC)(CCCC)CCCC)CCC.[Cl-].[NH4+], predict the reaction product. (6) Given the reactants C(N(CC)CC)C.[CH2:8]([N:15]([CH2:27][C:28]1[CH:33]=[CH:32][CH:31]=[CH:30][CH:29]=1)[C@H:16]1[CH2:25][C:24]2[C:23]([OH:26])=[CH:22][CH:21]=[CH:20][C:19]=2[O:18][CH2:17]1)[C:9]1[CH:14]=[CH:13][CH:12]=[CH:11][CH:10]=1.[F:34][C:35]([F:48])([F:47])[S:36](O[S:36]([C:35]([F:48])([F:47])[F:34])(=[O:38])=[O:37])(=[O:38])=[O:37], predict the reaction product. The product is: [F:34][C:35]([F:48])([F:47])[S:36]([O:26][C:23]1[CH:22]=[CH:21][CH:20]=[C:19]2[C:24]=1[CH2:25][C@H:16]([N:15]([CH2:8][C:9]1[CH:10]=[CH:11][CH:12]=[CH:13][CH:14]=1)[CH2:27][C:28]1[CH:33]=[CH:32][CH:31]=[CH:30][CH:29]=1)[CH2:17][O:18]2)(=[O:38])=[O:37].